From a dataset of Forward reaction prediction with 1.9M reactions from USPTO patents (1976-2016). Predict the product of the given reaction. The product is: [CH3:1][O:2][C:3]1[CH:8]=[CH:7][C:6]([C@@H:9]2[C@@H:14]([O:15][CH2:16][C:17]3[CH:18]=[CH:19][C:20]4[O:25][CH2:24][CH2:23][N:22]([CH2:26][CH2:27][CH2:28][O:29][CH3:30])[C:21]=4[CH:31]=3)[CH2:13][N:12]([S:32]([C:35]3[CH:40]=[CH:39][C:38]([CH3:41])=[CH:37][CH:36]=3)(=[O:34])=[O:33])[C@@H:11]([CH2:42][CH2:43][C:44]([CH3:47])([OH:46])[CH3:45])[CH2:10]2)=[CH:5][CH:4]=1. Given the reactants [CH3:1][O:2][C:3]1[CH:8]=[CH:7][C:6]([C@@H:9]2[C@@H:14]([O:15][CH2:16][C:17]3[CH:18]=[CH:19][C:20]4[O:25][CH2:24][CH2:23][N:22]([CH2:26][CH2:27][CH2:28][O:29][CH3:30])[C:21]=4[CH:31]=3)[CH2:13][N:12]([S:32]([C:35]3[CH:40]=[CH:39][C:38]([CH3:41])=[CH:37][CH:36]=3)(=[O:34])=[O:33])[C@@H:11]([CH2:42][CH2:43][C:44](=[O:46])[CH3:45])[CH2:10]2)=[CH:5][CH:4]=1.[CH3:47][Mg]Br, predict the reaction product.